From a dataset of Full USPTO retrosynthesis dataset with 1.9M reactions from patents (1976-2016). Predict the reactants needed to synthesize the given product. (1) Given the product [C:8]1([C:57]2[CH:58]=[CH:59][CH:60]=[CH:61][CH:62]=2)[CH:13]=[CH:12][CH:11]=[C:10]([NH:14][C@@H:15]([CH2:44][C:45]2[CH:46]=[C:47]([O:55][CH3:56])[C:48]([O:53][CH3:54])=[C:49]([O:51][CH3:52])[CH:50]=2)[C:16]([NH:18][C@@H:19]([CH:41]([CH3:43])[CH3:42])[C:20]([NH:22][C@H:23]([B:28]([OH:36])[OH:29])[CH2:24][CH:25]([CH3:27])[CH3:26])=[O:21])=[O:17])[CH:9]=1, predict the reactants needed to synthesize it. The reactants are: C(B(O)O)C(C)C.[C:8]1([C:57]2[CH:62]=[CH:61][CH:60]=[CH:59][CH:58]=2)[CH:13]=[CH:12][CH:11]=[C:10]([NH:14][C@@H:15]([CH2:44][C:45]2[CH:50]=[C:49]([O:51][CH3:52])[C:48]([O:53][CH3:54])=[C:47]([O:55][CH3:56])[CH:46]=2)[C:16]([NH:18][C@@H:19]([CH:41]([CH3:43])[CH3:42])[C:20]([NH:22][C@H:23]([B:28]2[O:36][C@H]3[C@](C)([C@H]4C[C@@H](C3)C4(C)C)[O:29]2)[CH2:24][CH:25]([CH3:27])[CH3:26])=[O:21])=[O:17])[CH:9]=1.Cl. (2) Given the product [C:12]([O:16][C:17]([N:5]1[CH2:6][CH2:7][CH2:8][CH2:9][CH:4]1[CH2:3][CH2:2][OH:1])=[O:18])([CH3:15])([CH3:14])[CH3:13], predict the reactants needed to synthesize it. The reactants are: [OH:1][CH2:2][CH2:3][CH:4]1[CH2:9][CH2:8][CH2:7][CH2:6][NH:5]1.[OH-].[Na+].[C:12]([O:16][C:17](O[C:17]([O:16][C:12]([CH3:15])([CH3:14])[CH3:13])=[O:18])=[O:18])([CH3:15])([CH3:14])[CH3:13]. (3) Given the product [ClH:59].[NH2:45][C@@H:22]1[C:21](=[O:53])[N:20]2[CH2:54][C@H:17]([O:16][C:7]3[C:6]([C:5]4[S:1][C:2]5[CH:58]=[CH:57][CH:56]=[CH:55][C:3]=5[CH:4]=4)=[N:15][C:14]4[C:9](=[CH:10][CH:11]=[CH:12][CH:13]=4)[N:8]=3)[CH2:18][C@H:19]2[C:33](=[O:34])[NH:32][C@:31]2([C:36]([NH:37][S:38]([CH:41]3[CH2:42][CH2:43]3)(=[O:39])=[O:40])=[O:44])[CH2:35][C@H:30]2[CH:29]=[CH:28][CH2:27][CH2:26][CH2:25][CH2:24][CH2:23]1, predict the reactants needed to synthesize it. The reactants are: [S:1]1[C:5]([C:6]2[C:7]([O:16][C@H:17]3[CH2:54][N:20]4[C:21](=[O:53])[C@@H:22]([NH:45]C(=O)OC(C)(C)C)[CH2:23][CH2:24][CH2:25][CH2:26][CH2:27][CH:28]=[CH:29][C@@H:30]5[CH2:35][C@@:31]5([C:36](=[O:44])[NH:37][S:38]([CH:41]5[CH2:43][CH2:42]5)(=[O:40])=[O:39])[NH:32][C:33](=[O:34])[C@@H:19]4[CH2:18]3)=[N:8][C:9]3[C:14]([N:15]=2)=[CH:13][CH:12]=[CH:11][CH:10]=3)=[CH:4][C:3]2[CH:55]=[CH:56][CH:57]=[CH:58][C:2]1=2.[ClH:59]. (4) The reactants are: C(OC([C@@H]1C[C@H]1CNC(OC(C)(C)C)=O)=O)C.[CH3:18][O:19][C:20]([C@@H:22]1[CH2:25][CH2:24][C@H:23]1[CH:26]([NH:37][C:38]([O:40][C:41]([CH3:44])([CH3:43])[CH3:42])=[O:39])S(C1C=CC(C)=CC=1)(=O)=O)=[O:21].[BH4-].[Na+]. Given the product [CH3:18][O:19][C:20]([C@@H:22]1[CH2:25][CH2:24][C@H:23]1[CH2:26][NH:37][C:38]([O:40][C:41]([CH3:44])([CH3:43])[CH3:42])=[O:39])=[O:21], predict the reactants needed to synthesize it. (5) Given the product [CH2:40]([N:32]([S:29]([N:5]([CH2:4][C:3]([OH:42])=[O:2])[CH2:6][C:7]1[CH:8]=[CH:9][C:10]([O:13][CH2:14][CH2:15][C:16]2[N:17]=[C:18]([C:22]3[CH:27]=[CH:26][C:25]([CH3:28])=[CH:24][CH:23]=3)[O:19][C:20]=2[CH3:21])=[CH:11][CH:12]=1)(=[O:31])=[O:30])[C:33]1[CH:34]=[C:35]([CH3:39])[CH:36]=[CH:37][CH:38]=1)[CH3:41], predict the reactants needed to synthesize it. The reactants are: C[O:2][C:3](=[O:42])[CH2:4][N:5]([S:29]([N:32]([CH2:40][CH3:41])[C:33]1[CH:34]=[C:35]([CH3:39])[CH:36]=[CH:37][CH:38]=1)(=[O:31])=[O:30])[CH2:6][C:7]1[CH:12]=[CH:11][C:10]([O:13][CH2:14][CH2:15][C:16]2[N:17]=[C:18]([C:22]3[CH:27]=[CH:26][C:25]([CH3:28])=[CH:24][CH:23]=3)[O:19][C:20]=2[CH3:21])=[CH:9][CH:8]=1.O.[OH-].[Li+].